Task: Predict the reactants needed to synthesize the given product.. Dataset: Full USPTO retrosynthesis dataset with 1.9M reactions from patents (1976-2016) Given the product [C:3]([O:7][C:8]([C@@:10]1([CH2:24][CH2:25][OH:26])[CH2:14][C:13](=[O:15])[N:12]([C@@H:16]([C:18]2[CH:23]=[CH:22][CH:21]=[CH:20][CH:19]=2)[CH3:17])[CH2:11]1)=[O:9])([CH3:6])([CH3:5])[CH3:4], predict the reactants needed to synthesize it. The reactants are: [BH4-].[Na+].[C:3]([O:7][C:8]([C@@:10]1([CH2:24][CH:25]=[O:26])[CH2:14][C:13](=[O:15])[N:12]([C@@H:16]([C:18]2[CH:23]=[CH:22][CH:21]=[CH:20][CH:19]=2)[CH3:17])[CH2:11]1)=[O:9])([CH3:6])([CH3:5])[CH3:4].C(O)(=O)CC(CC(O)=O)(C(O)=O)O.C(OCC)(=O)C.